Dataset: Reaction yield outcomes from USPTO patents with 853,638 reactions. Task: Predict the reaction yield, written as a fraction of the theoretical maximum amount of product (1.0 means a 100% yield; for example, 0.34 means a 34% yield). (1) The reactants are [O:1]1[CH2:6][CH2:5][CH2:4][CH2:3][CH:2]1[O:7][CH2:8][CH2:9][C:10]([O:12]CC1C=CC=CC=1)=O.[CH3:20][CH2:21][Mg+].[Br-]. The catalyst is C1COCC1. The product is [O:1]1[CH2:6][CH2:5][CH2:4][CH2:3][CH:2]1[O:7][CH2:8][CH2:9][C:10]1([OH:12])[CH2:21][CH2:20]1. The yield is 0.650. (2) The reactants are [CH2:1]([O:3][C:4]([C:6]1[C:7](=[O:11])[NH:8][NH:9][CH:10]=1)=[O:5])[CH3:2].C(=O)([O-])[O-].[K+].[K+].Br[CH2:19][CH:20](Br)[CH3:21]. The catalyst is CN(C)C=O. The product is [CH2:1]([O:3][C:4]([C:6]1[CH:10]=[N:9][N:8]2[CH2:21][CH2:20][CH2:19][O:11][C:7]=12)=[O:5])[CH3:2]. The yield is 0.580. (3) The yield is 0.398. The reactants are Cl.[CH2:2]([O:4][C:5]([C@H:7]1[CH2:10][C@@H:9]([NH2:11])[CH2:8]1)=[O:6])[CH3:3].C(N(CC)CC)C.[CH3:19][C:20]1[CH:25]=[CH:24][C:23]([C:26]2[O:30][N:29]=[C:28]([C:31]3[CH:38]=[CH:37][C:34]([CH:35]=O)=[CH:33][CH:32]=3)[N:27]=2)=[CH:22][CH:21]=1.C([BH3-])#N.[Na+]. The product is [CH2:2]([O:4][C:5]([C@H:7]1[CH2:10][C@@H:9]([NH:11][CH2:35][C:34]2[CH:33]=[CH:32][C:31]([C:28]3[N:27]=[C:26]([C:23]4[CH:24]=[CH:25][C:20]([CH3:19])=[CH:21][CH:22]=4)[O:30][N:29]=3)=[CH:38][CH:37]=2)[CH2:8]1)=[O:6])[CH3:3]. The catalyst is CC(O)=O.C1COCC1. (4) The reactants are C([NH:4][C:5]1[CH:6]=[C:7]2[C:11](=[CH:12][CH:13]=1)[C:10]1([C:17](=[O:18])[N:16]([CH2:19][C:20]([N:22]([CH2:28][C:29]3[CH:34]=[CH:33][CH:32]=[CH:31][CH:30]=3)[C@H:23]([CH:25]3[CH2:27][CH2:26]3)[CH3:24])=[O:21])[C:15](=[O:35])[NH:14]1)[CH2:9][CH2:8]2)(=O)C.Cl.O. The catalyst is CO. The product is [NH2:4][C:5]1[CH:6]=[C:7]2[C:11](=[CH:12][CH:13]=1)[C:10]1([C:17](=[O:18])[N:16]([CH2:19][C:20]([N:22]([CH2:28][C:29]3[CH:34]=[CH:33][CH:32]=[CH:31][CH:30]=3)[C@H:23]([CH:25]3[CH2:26][CH2:27]3)[CH3:24])=[O:21])[C:15](=[O:35])[NH:14]1)[CH2:9][CH2:8]2. The yield is 0.620.